Dataset: Peptide-MHC class I binding affinity with 185,985 pairs from IEDB/IMGT. Task: Regression. Given a peptide amino acid sequence and an MHC pseudo amino acid sequence, predict their binding affinity value. This is MHC class I binding data. (1) The binding affinity (normalized) is 0.578. The MHC is HLA-A02:19 with pseudo-sequence HLA-A02:19. The peptide sequence is SAWESFWRI. (2) The peptide sequence is RSSRGVQFL. The MHC is HLA-B15:03 with pseudo-sequence HLA-B15:03. The binding affinity (normalized) is 0.555. (3) The peptide sequence is RGPYRAFVTI. The MHC is Mamu-B52 with pseudo-sequence Mamu-B52. The binding affinity (normalized) is 0.0686. (4) The peptide sequence is ILAGYGAGV. The MHC is HLA-A02:02 with pseudo-sequence HLA-A02:02. The binding affinity (normalized) is 0.666.